This data is from Forward reaction prediction with 1.9M reactions from USPTO patents (1976-2016). The task is: Predict the product of the given reaction. The product is: [F:1][C:2]1[C:3]([C:22]([F:25])([F:24])[F:23])=[C:4]([CH:9]2[CH2:14][CH2:13][N:12]([C:74]([C:73]3[C:72]4[CH2:40][N:36]([C:47]([O:46][C:42]([CH3:43])([CH3:44])[CH3:45])=[O:48])[CH2:75][CH2:70][C:71]=4[NH:76][N:77]=3)=[O:27])[CH2:11][CH2:10]2)[CH:5]=[CH:6][C:7]=1[F:8]. Given the reactants [F:1][C:2]1[C:3]([C:22]([F:25])([F:24])[F:23])=[C:4]([CH:9]2[CH2:14][CH2:13][N:12](C(OC(C)(C)C)=O)[CH2:11][CH2:10]2)[CH:5]=[CH:6][C:7]=1[F:8].C(O)(C(F)(F)F)=[O:27].C([N:36]([CH2:40]C)C(C)C)(C)C.[C:42]([O:46][C:47](C1NCC2NN=C(C(O)=O)C=2C1)=[O:48])([CH3:45])([CH3:44])[CH3:43].CN(C(ON1[N:77]=[N:76][C:71]2[CH:72]=[CH:73][CH:74]=[CH:75][C:70]1=2)=[N+](C)C)C.F[P-](F)(F)(F)(F)F, predict the reaction product.